This data is from Peptide-MHC class II binding affinity with 134,281 pairs from IEDB. The task is: Regression. Given a peptide amino acid sequence and an MHC pseudo amino acid sequence, predict their binding affinity value. This is MHC class II binding data. The peptide sequence is RVPEDLLAMVVAVEQ. The MHC is DRB1_0401 with pseudo-sequence DRB1_0401. The binding affinity (normalized) is 0.157.